This data is from NCI-60 drug combinations with 297,098 pairs across 59 cell lines. The task is: Regression. Given two drug SMILES strings and cell line genomic features, predict the synergy score measuring deviation from expected non-interaction effect. (1) Drug 1: CC1=C2C(C(=O)C3(C(CC4C(C3C(C(C2(C)C)(CC1OC(=O)C(C(C5=CC=CC=C5)NC(=O)C6=CC=CC=C6)O)O)OC(=O)C7=CC=CC=C7)(CO4)OC(=O)C)O)C)OC(=O)C. Drug 2: B(C(CC(C)C)NC(=O)C(CC1=CC=CC=C1)NC(=O)C2=NC=CN=C2)(O)O. Cell line: OVCAR-4. Synergy scores: CSS=13.4, Synergy_ZIP=-1.07, Synergy_Bliss=-2.14, Synergy_Loewe=-14.6, Synergy_HSA=-2.17. (2) Drug 2: COC1=NC(=NC2=C1N=CN2C3C(C(C(O3)CO)O)O)N. Cell line: K-562. Synergy scores: CSS=42.4, Synergy_ZIP=-1.35, Synergy_Bliss=-4.08, Synergy_Loewe=-37.8, Synergy_HSA=-3.78. Drug 1: CC1=C(C=C(C=C1)NC(=O)C2=CC=C(C=C2)CN3CCN(CC3)C)NC4=NC=CC(=N4)C5=CN=CC=C5.